Dataset: Reaction yield outcomes from USPTO patents with 853,638 reactions. Task: Predict the reaction yield, written as a fraction of the theoretical maximum amount of product (1.0 means a 100% yield; for example, 0.34 means a 34% yield). (1) The reactants are Cl.CN([CH2:5][CH:6]1[C:18](=[O:19])[C:17]2[C:16]3[C:11](=[CH:12][CH:13]=[CH:14][CH:15]=3)[N:10]([CH3:20])[C:9]=2[CH2:8][CH2:7]1)C.[CH3:21][C:22]1[NH:23][CH:24]=[CH:25][N:26]=1.O. The product is [CH3:21][C:22]1[N:26]([CH2:5][CH:6]2[C:18](=[O:19])[C:17]3[C:16]4[CH:15]=[CH:14][CH:13]=[CH:12][C:11]=4[N:10]([CH3:20])[C:9]=3[CH2:8][CH2:7]2)[CH:25]=[CH:24][N:23]=1. The catalyst is CN(C=O)C. The yield is 0.830. (2) The product is [CH:1]([C:4]1[CH:9]=[CH:8][C:7]([NH2:10])=[CH:6][N:5]=1)([CH3:3])[CH3:2]. The yield is 0.520. The reactants are [CH:1]([C:4]1[CH:9]=[CH:8][C:7]([N+:10]([O-])=O)=[CH:6][N:5]=1)([CH3:3])[CH3:2]. The catalyst is CO.[Ni]. (3) The reactants are [H-].[Na+].[CH3:3][C:4]1[CH:9]=[C:8]([CH3:10])[CH:7]=[C:6]([CH3:11])[C:5]=1[SH:12].[CH2:13]([N:20]1[C:28]2[C:27](Cl)=[N:26][C:25]([NH2:30])=[N:24][C:23]=2[CH:22]=[CH:21]1)[C:14]1[CH:19]=[CH:18][CH:17]=[CH:16][CH:15]=1. The catalyst is CN1C(=O)CCC1.O. The product is [CH2:13]([N:20]1[C:28]2[C:27]([S:12][C:5]3[C:6]([CH3:11])=[CH:7][C:8]([CH3:10])=[CH:9][C:4]=3[CH3:3])=[N:26][C:25]([NH2:30])=[N:24][C:23]=2[CH:22]=[CH:21]1)[C:14]1[CH:15]=[CH:16][CH:17]=[CH:18][CH:19]=1. The yield is 0.880. (4) The reactants are [CH3:1][C:2]1[C:3]([C:25](O)=[O:26])=[C:4]2[CH:9]=[CH:8][CH:7]=[N:6][N:5]2[C:10]=1[CH:11]([CH:13]1[CH2:18][CH2:17][N:16]([CH2:19][CH2:20][C:21]([F:24])([F:23])[F:22])[CH2:15][CH2:14]1)[CH3:12].[NH2:28][CH2:29][C:30]1[C:31](=[O:39])[NH:32][C:33]([CH3:38])=[CH:34][C:35]=1[O:36][CH3:37].C(N(CC)CC)C.F[P-](F)(F)(F)(F)F.C(C(=NO[C+](N(C)C)N1CCOCC1)C(OCC)=O)#N. The catalyst is CN(C=O)C. The product is [CH3:37][O:36][C:35]1[CH:34]=[C:33]([CH3:38])[NH:32][C:31](=[O:39])[C:30]=1[CH2:29][NH:28][C:25]([C:3]1[C:2]([CH3:1])=[C:10]([CH:11]([CH:13]2[CH2:18][CH2:17][N:16]([CH2:19][CH2:20][C:21]([F:22])([F:23])[F:24])[CH2:15][CH2:14]2)[CH3:12])[N:5]2[C:4]=1[CH:9]=[CH:8][CH:7]=[N:6]2)=[O:26]. The yield is 0.280.